This data is from Full USPTO retrosynthesis dataset with 1.9M reactions from patents (1976-2016). The task is: Predict the reactants needed to synthesize the given product. Given the product [F:1][C:2]1[CH:8]=[CH:7][C:5]([NH:6][S:18]([C:12]2[CH:17]=[CH:16][CH:15]=[CH:14][CH:13]=2)(=[O:20])=[O:19])=[CH:4][C:3]=1[N+:9]([O-:11])=[O:10], predict the reactants needed to synthesize it. The reactants are: [F:1][C:2]1[CH:8]=[CH:7][C:5]([NH2:6])=[CH:4][C:3]=1[N+:9]([O-:11])=[O:10].[C:12]1([S:18](Cl)(=[O:20])=[O:19])[CH:17]=[CH:16][CH:15]=[CH:14][CH:13]=1.